This data is from Forward reaction prediction with 1.9M reactions from USPTO patents (1976-2016). The task is: Predict the product of the given reaction. (1) Given the reactants Br[C:2]1[C:11]2[C:6](=[CH:7][CH:8]=[C:9]([Cl:12])[CH:10]=2)[N:5]=[C:4]([NH:13][CH2:14][C:15]2[CH:20]=[CH:19][C:18]([F:21])=[CH:17][C:16]=2[O:22][CH3:23])[CH:3]=1.[CH3:24][O:25][CH2:26][CH2:27][NH2:28], predict the reaction product. The product is: [Cl:12][C:9]1[CH:10]=[C:11]2[C:6](=[CH:7][CH:8]=1)[N:5]=[C:4]([NH:13][CH2:14][C:15]1[CH:20]=[CH:19][C:18]([F:21])=[CH:17][C:16]=1[O:22][CH3:23])[CH:3]=[C:2]2[NH:28][CH2:27][CH2:26][O:25][CH3:24]. (2) Given the reactants [CH:1]([O:4][C:5]([N:7]1[C:16]2[C:11](=[N:12][C:13]([C:17]([F:20])([F:19])[F:18])=[CH:14][CH:15]=2)[C@H:10]([N:21]([CH2:28][C:29]2[CH:34]=[C:33]([C:35]([F:38])([F:37])[F:36])[CH:32]=[C:31]([C:39]([F:42])([F:41])[F:40])[CH:30]=2)[C:22](=[O:27])[CH2:23][C:24](=O)[CH3:25])[CH2:9][C@@H:8]1[CH2:43][CH3:44])=[O:6])([CH3:3])[CH3:2].Cl.[NH2:46]O.C([O-])(=O)C.[Na+], predict the reaction product. The product is: [CH:1]([O:4][C:5]([N:7]1[C:16]2[C:11](=[N:12][C:13]([C:17]([F:20])([F:19])[F:18])=[CH:14][CH:15]=2)[C@H:10]([N:21]([CH2:28][C:29]2[CH:34]=[C:33]([C:35]([F:36])([F:37])[F:38])[CH:32]=[C:31]([C:39]([F:42])([F:41])[F:40])[CH:30]=2)[C:22]2[O:27][N:46]=[C:24]([CH3:25])[CH:23]=2)[CH2:9][C@@H:8]1[CH2:43][CH3:44])=[O:6])([CH3:3])[CH3:2].